This data is from Merck oncology drug combination screen with 23,052 pairs across 39 cell lines. The task is: Regression. Given two drug SMILES strings and cell line genomic features, predict the synergy score measuring deviation from expected non-interaction effect. Drug 1: CCC1(O)CC2CN(CCc3c([nH]c4ccccc34)C(C(=O)OC)(c3cc4c(cc3OC)N(C)C3C(O)(C(=O)OC)C(OC(C)=O)C5(CC)C=CCN6CCC43C65)C2)C1. Drug 2: C#Cc1cccc(Nc2ncnc3cc(OCCOC)c(OCCOC)cc23)c1. Cell line: OCUBM. Synergy scores: synergy=83.2.